This data is from Peptide-MHC class I binding affinity with 185,985 pairs from IEDB/IMGT. The task is: Regression. Given a peptide amino acid sequence and an MHC pseudo amino acid sequence, predict their binding affinity value. This is MHC class I binding data. The peptide sequence is VVDFSQFSR. The MHC is HLA-A33:01 with pseudo-sequence HLA-A33:01. The binding affinity (normalized) is 0.312.